Dataset: NCI-60 drug combinations with 297,098 pairs across 59 cell lines. Task: Regression. Given two drug SMILES strings and cell line genomic features, predict the synergy score measuring deviation from expected non-interaction effect. (1) Drug 1: CC1=CC2C(CCC3(C2CCC3(C(=O)C)OC(=O)C)C)C4(C1=CC(=O)CC4)C. Drug 2: CN(C(=O)NC(C=O)C(C(C(CO)O)O)O)N=O. Cell line: MDA-MB-435. Synergy scores: CSS=-4.47, Synergy_ZIP=1.45, Synergy_Bliss=-2.98, Synergy_Loewe=-7.26, Synergy_HSA=-7.93. (2) Drug 1: CCC1(CC2CC(C3=C(CCN(C2)C1)C4=CC=CC=C4N3)(C5=C(C=C6C(=C5)C78CCN9C7C(C=CC9)(C(C(C8N6C=O)(C(=O)OC)O)OC(=O)C)CC)OC)C(=O)OC)O.OS(=O)(=O)O. Drug 2: C1CCC(C(C1)N)N.C(=O)(C(=O)[O-])[O-].[Pt+4]. Cell line: EKVX. Synergy scores: CSS=8.07, Synergy_ZIP=-4.57, Synergy_Bliss=-2.52, Synergy_Loewe=-0.595, Synergy_HSA=-0.478. (3) Drug 1: C1=NC2=C(N=C(N=C2N1C3C(C(C(O3)CO)O)F)Cl)N. Drug 2: CCC1(C2=C(COC1=O)C(=O)N3CC4=CC5=C(C=CC(=C5CN(C)C)O)N=C4C3=C2)O.Cl. Cell line: 786-0. Synergy scores: CSS=26.8, Synergy_ZIP=-3.64, Synergy_Bliss=-0.212, Synergy_Loewe=-19.1, Synergy_HSA=0.754. (4) Drug 1: CC1C(C(=O)NC(C(=O)N2CCCC2C(=O)N(CC(=O)N(C(C(=O)O1)C(C)C)C)C)C(C)C)NC(=O)C3=C4C(=C(C=C3)C)OC5=C(C(=O)C(=C(C5=N4)C(=O)NC6C(OC(=O)C(N(C(=O)CN(C(=O)C7CCCN7C(=O)C(NC6=O)C(C)C)C)C)C(C)C)C)N)C. Drug 2: C1CC(=O)NC(=O)C1N2C(=O)C3=CC=CC=C3C2=O. Cell line: UACC62. Synergy scores: CSS=4.80, Synergy_ZIP=-5.24, Synergy_Bliss=0.787, Synergy_Loewe=-23.2, Synergy_HSA=-1.08. (5) Drug 1: CCCS(=O)(=O)NC1=C(C(=C(C=C1)F)C(=O)C2=CNC3=C2C=C(C=N3)C4=CC=C(C=C4)Cl)F. Drug 2: CC1=C(C(=O)C2=C(C1=O)N3CC4C(C3(C2COC(=O)N)OC)N4)N. Cell line: HOP-62. Synergy scores: CSS=42.9, Synergy_ZIP=0.171, Synergy_Bliss=-0.994, Synergy_Loewe=-31.6, Synergy_HSA=-1.31. (6) Drug 1: CCC1(C2=C(COC1=O)C(=O)N3CC4=CC5=C(C=CC(=C5CN(C)C)O)N=C4C3=C2)O.Cl. Drug 2: CC1CCCC2(C(O2)CC(NC(=O)CC(C(C(=O)C(C1O)C)(C)C)O)C(=CC3=CSC(=N3)C)C)C. Cell line: BT-549. Synergy scores: CSS=52.6, Synergy_ZIP=-4.77, Synergy_Bliss=-7.58, Synergy_Loewe=-3.06, Synergy_HSA=-1.49. (7) Drug 1: C1C(C(OC1N2C=C(C(=O)NC2=O)F)CO)O. Drug 2: CN1C(=O)N2C=NC(=C2N=N1)C(=O)N. Cell line: SW-620. Synergy scores: CSS=30.2, Synergy_ZIP=-0.785, Synergy_Bliss=-2.37, Synergy_Loewe=-28.5, Synergy_HSA=-1.52.